This data is from Kinase inhibitor binding affinity data with 442 proteins and 68 drugs (Kd values). The task is: Regression. Given a target protein amino acid sequence and a drug SMILES string, predict the binding affinity score between them. We predict pKd (pKd = -log10(Kd in M); higher means stronger binding). Dataset: davis. The small molecule is COc1cc2c(Nc3ccc(Br)cc3F)ncnc2cc1OCC1CCN(C)CC1. The target protein is PFCDPK1(Pfalciparum). The pKd is 5.0.